From a dataset of Peptide-MHC class I binding affinity with 185,985 pairs from IEDB/IMGT. Regression. Given a peptide amino acid sequence and an MHC pseudo amino acid sequence, predict their binding affinity value. This is MHC class I binding data. (1) The peptide sequence is KIKTNDINV. The MHC is HLA-A68:02 with pseudo-sequence HLA-A68:02. The binding affinity (normalized) is 0. (2) The peptide sequence is AANTVIWDY. The MHC is HLA-A68:01 with pseudo-sequence HLA-A68:01. The binding affinity (normalized) is 0.117. (3) The peptide sequence is KIMDYGKYK. The MHC is HLA-B57:01 with pseudo-sequence HLA-B57:01. The binding affinity (normalized) is 0.0847. (4) The peptide sequence is TPTQLSETI. The MHC is HLA-B35:01 with pseudo-sequence HLA-B35:01. The binding affinity (normalized) is 0.316. (5) The peptide sequence is RPMTYKAAL. The MHC is HLA-A29:02 with pseudo-sequence HLA-A29:02. The binding affinity (normalized) is 0. (6) The peptide sequence is QVIFKCVPK. The MHC is HLA-A02:03 with pseudo-sequence HLA-A02:03. The binding affinity (normalized) is 0.0847.